From a dataset of Full USPTO retrosynthesis dataset with 1.9M reactions from patents (1976-2016). Predict the reactants needed to synthesize the given product. (1) The reactants are: [F:1][C:2]1[CH:7]=[CH:6][C:5]([C:8]2[C@@H:13]([O:14]C(=O)C(C)(C)C)[CH2:12][N:11]([C:21]([O:23][C:24]([CH3:27])([CH3:26])[CH3:25])=[O:22])[CH2:10][CH:9]=2)=[CH:4][CH:3]=1.O.[OH-].[Li+]. Given the product [F:1][C:2]1[CH:3]=[CH:4][C:5]([C:8]2[C@@H:13]([OH:14])[CH2:12][N:11]([C:21]([O:23][C:24]([CH3:27])([CH3:26])[CH3:25])=[O:22])[CH2:10][CH:9]=2)=[CH:6][CH:7]=1, predict the reactants needed to synthesize it. (2) Given the product [CH2:1]1[C:9]2[C:4](=[CH:5][CH:6]=[CH:7][CH:8]=2)[CH2:3][N:2]1[C:10]([NH:12][C:13]1[N:18]=[N:17][C:16]([C:19]([OH:21])=[O:20])=[CH:15][CH:14]=1)=[O:11], predict the reactants needed to synthesize it. The reactants are: [CH2:1]1[C:9]2[C:4](=[CH:5][CH:6]=[CH:7][CH:8]=2)[CH2:3][N:2]1[C:10]([NH:12][C:13]1[N:18]=[N:17][C:16]([C:19]([O:21]C)=[O:20])=[CH:15][CH:14]=1)=[O:11].[Li+].[OH-]. (3) Given the product [Cl:50][C:51]1[CH:52]=[CH:53][C:54]([CH:57]2[CH2:58][N:59]([C:16]([C:15]3[CH:20]=[C:11]([C:2]4[NH:1][C:5]5[CH2:6][CH2:7][N:8]([CH3:24])[CH2:9][CH2:10][C:4]=5[N:3]=4)[C:12]([CH3:22])=[CH:13][C:14]=3[CH3:21])=[O:17])[CH2:60]2)=[CH:55][CH:56]=1, predict the reactants needed to synthesize it. The reactants are: [NH:1]1[C:5]2[CH2:6][CH2:7][NH:8][CH2:9][CH2:10][C:4]=2[N:3]=[C:2]1[C:11]1[C:12]([CH3:22])=[CH:13][C:14]([CH3:21])=[C:15]([CH:20]=1)[C:16](OC)=[O:17].Cl.[CH:24]1(C2C(C3NC4CCNCCC=4N=3)=CC(C(OC)=O)=C(C)C=2)CCC1.Cl.[Cl:50][C:51]1[CH:56]=[CH:55][C:54]([CH:57]2[CH2:60][NH:59][CH2:58]2)=[CH:53][CH:52]=1.Cl.N1CC(C2C=CC(C#N)=CC=2)C1. (4) Given the product [C:1]1(/[C:7](=[C:11](\[C:12]2[CH:17]=[CH:16][CH:15]=[CH:14][CH:13]=2)/[CH2:10][OH:9])/[CH2:8][OH:18])[CH:2]=[CH:3][CH:4]=[CH:5][CH:6]=1, predict the reactants needed to synthesize it. The reactants are: [C:1]1([C:7]2[C:8](=[O:18])[O:9][CH2:10][C:11]=2[C:12]2[CH:17]=[CH:16][CH:15]=[CH:14][CH:13]=2)[CH:6]=[CH:5][CH:4]=[CH:3][CH:2]=1.CC(C[AlH]CC(C)C)C. (5) Given the product [CH3:1][O:2][C:3]([CH:5]1[CH2:18][C:17]2[CH:16]=[C:15]3[C:10]([O:11][C@@H:12]([C:19]4[CH:24]=[CH:23][C:22]([O:25][CH2:26][C:27]5[CH:32]=[CH:31][C:30]([Cl:33])=[C:29]([Cl:34])[CH:28]=5)=[CH:21][CH:20]=4)[CH2:13][N:14]3[CH3:44])=[CH:9][C:8]=2[CH2:7][N:6]1[C:35]([O:37][C:38]([CH3:41])([CH3:40])[CH3:39])=[O:36])=[O:4], predict the reactants needed to synthesize it. The reactants are: [CH3:1][O:2][C:3]([CH:5]1[CH2:18][C:17]2[CH:16]=[C:15]3[C:10]([O:11][C@@H:12]([C:19]4[CH:24]=[CH:23][C:22]([O:25][CH2:26][C:27]5[CH:32]=[CH:31][C:30]([Cl:33])=[C:29]([Cl:34])[CH:28]=5)=[CH:21][CH:20]=4)[CH2:13][NH:14]3)=[CH:9][C:8]=2[CH2:7][N:6]1[C:35]([O:37][C:38]([CH3:41])([CH3:40])[CH3:39])=[O:36])=[O:4].C=O.[C:44](O[BH-](OC(=O)C)OC(=O)C)(=O)C.[Na+].C(Cl)Cl. (6) Given the product [Cl:1][C:2]1[CH:3]=[C:4]([N:8]2[C:12]([C:13]3[CH:18]=[CH:17][C:16]([F:19])=[C:15]([F:20])[CH:14]=3)=[CH:11][C:10]([C:21]([OH:23])=[O:22])=[N:9]2)[CH:5]=[CH:6][CH:7]=1, predict the reactants needed to synthesize it. The reactants are: [Cl:1][C:2]1[CH:3]=[C:4]([N:8]2[C:12]([C:13]3[CH:18]=[CH:17][C:16]([F:19])=[C:15]([F:20])[CH:14]=3)=[CH:11][C:10]([C:21]([O:23]CC)=[O:22])=[N:9]2)[CH:5]=[CH:6][CH:7]=1.ClC1C=C(N2C(C3C=C(F)C=C(F)C=3)=CC(C(O)=O)=N2)C=CC=1. (7) Given the product [F:41][C:27]1[CH:28]=[C:29]([N:32]([C:30]2[CH:29]=[CH:28][C:27]([F:41])=[CH:26][CH:31]=2)[C:33]([C:35]2([C:38]([NH2:39])=[O:40])[CH2:36][CH2:37]2)=[O:34])[CH:30]=[CH:31][C:26]=1[O:25][C:19]1[C:18]2[C:23](=[CH:24][C:15]([O:14][CH2:13][C:10]3([OH:9])[CH2:12][CH2:11]3)=[C:16]([O:42][CH3:43])[CH:17]=2)[N:22]=[CH:21][CH:20]=1, predict the reactants needed to synthesize it. The reactants are: C([O:9][C:10]1([CH2:13][O:14][C:15]2[CH:24]=[C:23]3[C:18]([C:19]([O:25][C:26]4[CH:31]=[CH:30][C:29]([NH:32][C:33]([C:35]5([C:38](=[O:40])[NH2:39])[CH2:37][CH2:36]5)=[O:34])=[CH:28][C:27]=4[F:41])=[CH:20][CH:21]=[N:22]3)=[CH:17][C:16]=2[O:42][CH3:43])[CH2:12][CH2:11]1)(=O)C1C=CC=CC=1.[OH-].[Na+]. (8) The reactants are: Br[C:2]1[CH:7]=[CH:6][C:5]([F:8])=[CH:4][C:3]=1[Cl:9].CC1(C)C(C)(C)OB([C:18]2[CH:28]=[CH:27][CH:26]=[CH:25][C:19]=2[C:20]([O:22][CH2:23][CH3:24])=[O:21])O1.C1(C)C=CC=CC=1.P([O-])([O-])([O-])=O.[K+].[K+].[K+]. Given the product [CH2:23]([O:22][C:20]([C:19]1[C:18]([C:2]2[CH:7]=[CH:6][C:5]([F:8])=[CH:4][C:3]=2[Cl:9])=[CH:28][CH:27]=[CH:26][CH:25]=1)=[O:21])[CH3:24], predict the reactants needed to synthesize it.